From a dataset of Catalyst prediction with 721,799 reactions and 888 catalyst types from USPTO. Predict which catalyst facilitates the given reaction. (1) Reactant: [NH2:1][C:2]1[N:3]=[CH:4][C:5]2[C:10]3[CH:11]=[CH:12][C:13](=[O:16])[N:14]([CH3:15])[C:9]=3[N:8]([CH:17]3[CH2:21][CH2:20][CH2:19][CH2:18]3)[C:6]=2[N:7]=1.[Si:22]([O:29][C@@H:30]1[CH2:34][CH2:33][N:32]([C:35]2[CH:36]=[CH:37][C:38](Cl)=[N:39][CH:40]=2)[CH2:31]1)([C:25]([CH3:28])([CH3:27])[CH3:26])([CH3:24])[CH3:23].C1(P(C2C=CC=CC=2)C2C3OC4C(=CC=CC=4P(C4C=CC=CC=4)C4C=CC=CC=4)C(C)(C)C=3C=CC=2)C=CC=CC=1.CC(C)([O-])C.[Na+]. Product: [CH:17]1([N:8]2[C:6]3[N:7]=[C:2]([NH:1][C:38]4[CH:37]=[CH:36][C:35]([N:32]5[CH2:33][CH2:34][C@@H:30]([O:29][Si:22]([C:25]([CH3:28])([CH3:27])[CH3:26])([CH3:23])[CH3:24])[CH2:31]5)=[CH:40][N:39]=4)[N:3]=[CH:4][C:5]=3[C:10]3[CH:11]=[CH:12][C:13](=[O:16])[N:14]([CH3:15])[C:9]2=3)[CH2:18][CH2:19][CH2:20][CH2:21]1. The catalyst class is: 62. (2) Reactant: [OH:1][CH2:2][CH:3]1[C:31]2[C:26](=[CH:27][CH:28]=[CH:29][CH:30]=2)[O:25][C:5]2([CH2:10][CH2:9][N:8]([C:11]([C:13]3[CH:18]=[CH:17][C:16]([O:19][CH:20]([CH3:22])[CH3:21])=[C:15]([O:23][CH3:24])[CH:14]=3)=[O:12])[CH2:7][CH2:6]2)[CH2:4]1.[F:32][C:33]([F:41])(S(F)(=O)=O)C(O)=O. Product: [F:32][CH:33]([F:41])[O:1][CH2:2][CH:3]1[C:31]2[C:26](=[CH:27][CH:28]=[CH:29][CH:30]=2)[O:25][C:5]2([CH2:10][CH2:9][N:8]([C:11]([C:13]3[CH:18]=[CH:17][C:16]([O:19][CH:20]([CH3:21])[CH3:22])=[C:15]([O:23][CH3:24])[CH:14]=3)=[O:12])[CH2:7][CH2:6]2)[CH2:4]1. The catalyst class is: 767. (3) Reactant: [CH:1]([C@H:14]1[N:19]2[CH2:20][CH2:21][NH:22][CH2:23][C@H:18]2[CH2:17][N:16]([C:24]([O:26][C:27]([CH3:30])([CH3:29])[CH3:28])=[O:25])[CH2:15]1)([C:8]1[CH:13]=[CH:12][CH:11]=[CH:10][CH:9]=1)[C:2]1[CH:7]=[CH:6][CH:5]=[CH:4][CH:3]=1.C(N(CC)CC)C.[CH3:38][N:39]([CH3:43])[C:40](Cl)=[O:41]. Product: [CH:1]([C@H:14]1[N:19]2[CH2:20][CH2:21][N:22]([C:40]([N:39]([CH3:43])[CH3:38])=[O:41])[CH2:23][C@@H:18]2[CH2:17][N:16]([C:24]([O:26][C:27]([CH3:30])([CH3:29])[CH3:28])=[O:25])[CH2:15]1)([C:8]1[CH:13]=[CH:12][CH:11]=[CH:10][CH:9]=1)[C:2]1[CH:7]=[CH:6][CH:5]=[CH:4][CH:3]=1. The catalyst class is: 4. (4) Reactant: [N:1]1[CH:6]=[CH:5][C:4]([C:7]2[C:15]3[C:10](=[CH:11][CH:12]=[C:13]([C:16](O)=[O:17])[CH:14]=3)[N:9]([C:19]([C:32]3[CH:37]=[CH:36][CH:35]=[CH:34][CH:33]=3)([C:26]3[CH:31]=[CH:30][CH:29]=[CH:28][CH:27]=3)[C:20]3[CH:25]=[CH:24][CH:23]=[CH:22][CH:21]=3)[N:8]=2)=[CH:3][CH:2]=1.C1C=CC2N(O)N=NC=2C=1.C(Cl)CCl.CCN(C(C)C)C(C)C.[NH2:61][CH:62]1[CH2:67][CH:66]([C:68]2[CH:73]=[CH:72][CH:71]=[CH:70][CH:69]=2)[CH2:65][N:64]([C:74]([O:76][C:77]([CH3:80])([CH3:79])[CH3:78])=[O:75])[CH2:63]1. Product: [C:68]1([CH:66]2[CH2:67][CH:62]([NH:61][C:16]([C:13]3[CH:14]=[C:15]4[C:10](=[CH:11][CH:12]=3)[N:9]([C:19]([C:20]3[CH:21]=[CH:22][CH:23]=[CH:24][CH:25]=3)([C:26]3[CH:31]=[CH:30][CH:29]=[CH:28][CH:27]=3)[C:32]3[CH:33]=[CH:34][CH:35]=[CH:36][CH:37]=3)[N:8]=[C:7]4[C:4]3[CH:3]=[CH:2][N:1]=[CH:6][CH:5]=3)=[O:17])[CH2:63][N:64]([C:74]([O:76][C:77]([CH3:80])([CH3:79])[CH3:78])=[O:75])[CH2:65]2)[CH:73]=[CH:72][CH:71]=[CH:70][CH:69]=1. The catalyst class is: 3. (5) Reactant: [CH2:1]([N:3]1[C:7]([C:8]2[CH:9]=[N:10][CH:11]=[CH:12][CH:13]=2)=[N:6][N:5]=[C:4]1[S:14][CH2:15][C:16]([NH:18][C:19]1[CH:24]=[CH:23][C:22]([CH:25]([CH3:27])[CH3:26])=[CH:21][CH:20]=1)=O)[CH3:2].[H-].[Al+3].[Li+].[H-].[H-].[H-]. Product: [CH2:1]([N:3]1[C:7]([C:8]2[CH:9]=[N:10][CH:11]=[CH:12][CH:13]=2)=[N:6][N:5]=[C:4]1[S:14][CH2:15][CH2:16][NH:18][C:19]1[CH:24]=[CH:23][C:22]([CH:25]([CH3:26])[CH3:27])=[CH:21][CH:20]=1)[CH3:2]. The catalyst class is: 20. (6) The catalyst class is: 9. Reactant: Cl[C:2]1[C:3]([F:12])=[CH:4][C:5]([N+:9]([O-:11])=[O:10])=[C:6]([CH:8]=1)[NH2:7].CC(C)([O-])C.[K+].[OH:19][C:20]1[CH:27]=[CH:26][C:23]([CH:24]=[O:25])=[CH:22][CH:21]=1.O. Product: [NH2:7][C:6]1[C:5]([N+:9]([O-:11])=[O:10])=[CH:4][C:3]([F:12])=[C:2]([O:19][C:20]2[CH:27]=[CH:26][C:23]([CH:24]=[O:25])=[CH:22][CH:21]=2)[CH:8]=1.